Dataset: Forward reaction prediction with 1.9M reactions from USPTO patents (1976-2016). Task: Predict the product of the given reaction. (1) Given the reactants [Cl:1][C:2]1[C:3]2[N:4]([N:18]=[CH:19][CH:20]=2)[C:5]([C:11]2[CH:16]=[CH:15][CH:14]=[C:13]([F:17])[CH:12]=2)=[C:6]([C:8](=O)[CH3:9])[CH:7]=1.C([O-])(=O)C.[NH4+].C([BH3-])#[N:27].[Na+], predict the reaction product. The product is: [Cl:1][C:2]1[C:3]2[N:4]([N:18]=[CH:19][CH:20]=2)[C:5]([C:11]2[CH:16]=[CH:15][CH:14]=[C:13]([F:17])[CH:12]=2)=[C:6]([CH:8]([NH2:27])[CH3:9])[CH:7]=1. (2) Given the reactants [CH3:1][C:2]([N:10]1[CH:14]=[C:13]([NH:15][C:16](=[O:22])[CH:17]([NH2:21])[CH2:18][CH2:19][CH3:20])[N:12]=[CH:11]1)([CH3:9])[CH2:3][N:4]1[CH2:8][CH2:7][CH2:6][CH2:5]1.[F:23][C:24]([F:36])([F:35])[C:25]1[CH:26]=[C:27]([CH2:31][C:32](=O)[CH3:33])[CH:28]=[CH:29][CH:30]=1, predict the reaction product. The product is: [CH3:1][C:2]([N:10]1[CH:14]=[C:13]([NH:15][C:16](=[O:22])[CH:17]([NH:21][CH:32]([CH3:33])[CH2:31][C:27]2[CH:28]=[CH:29][CH:30]=[C:25]([C:24]([F:23])([F:35])[F:36])[CH:26]=2)[CH2:18][CH2:19][CH3:20])[N:12]=[CH:11]1)([CH3:9])[CH2:3][N:4]1[CH2:8][CH2:7][CH2:6][CH2:5]1. (3) Given the reactants C1(C[N:8]2[CH2:13][CH2:12][N:11]3[CH2:14][CH2:15][CH2:16][C:10]3([CH2:17][OH:18])[CH2:9]2)C=CC=CC=1.C([O-])=O.[NH4+], predict the reaction product. The product is: [CH2:9]1[NH:8][CH2:13][CH2:12][N:11]2[CH2:14][CH2:15][CH2:16][C:10]12[CH2:17][OH:18].